From a dataset of Full USPTO retrosynthesis dataset with 1.9M reactions from patents (1976-2016). Predict the reactants needed to synthesize the given product. (1) Given the product [N:10]1[O:11][N:12]=[C:8]2[CH2:7][CH2:6][C:5]3[C:13](=[N:24][C:23]([NH:22][C:18]4[CH:17]=[C:16]([OH:15])[CH:21]=[CH:20][CH:19]=4)=[N:25][CH:4]=3)[C:9]=12, predict the reactants needed to synthesize it. The reactants are: CN([CH:4]=[C:5]1[C:13](=O)[C:9]2=[N:10][O:11][N:12]=[C:8]2[CH2:7][CH2:6]1)C.[OH:15][C:16]1[CH:17]=[C:18]([NH:22][C:23]([NH2:25])=[NH:24])[CH:19]=[CH:20][CH:21]=1. (2) Given the product [CH2:1]([CH:8]1[C:17]2[C:12](=[CH:13][C:14]([O:18][CH3:19])=[CH:15][CH:16]=2)[CH2:11][CH2:10][N:9]1[CH:21]([C:26]1[CH:31]=[CH:30][CH:29]=[CH:28][CH:27]=1)[C:22]([OH:24])=[O:23])[C:2]1[CH:3]=[CH:4][CH:5]=[CH:6][CH:7]=1, predict the reactants needed to synthesize it. The reactants are: [CH2:1]([CH:8]1[C:17]2[C:12](=[CH:13][C:14]([O:18][CH3:19])=[CH:15][CH:16]=2)[CH2:11][CH2:10][NH:9]1)[C:2]1[CH:7]=[CH:6][CH:5]=[CH:4][CH:3]=1.Br[CH:21]([C:26]1[CH:31]=[CH:30][CH:29]=[CH:28][CH:27]=1)[C:22]([O:24]C)=[O:23]. (3) Given the product [NH:22]([C:29]([O:31][C:32]([CH3:35])([CH3:34])[CH3:33])=[O:30])[C:23]([C:26]([OH:28])=[O:27])([CH3:25])[CH3:24].[CH:1]1[N:9]([C@@H:10]2[O:14][C@H:13]([CH2:15][OH:16])[C@@H:12]([OH:17])[C@H:11]2[OH:18])[C:8]2[C:3](=[C:4]([NH2:19])[N:5]=[CH:6][N:7]=2)[C:2]=1[C:20]#[N:21], predict the reactants needed to synthesize it. The reactants are: [CH:1]1[N:9]([C@@H:10]2[O:14][C@H:13]([CH2:15][OH:16])[C@@H:12]([OH:17])[C@H:11]2[OH:18])[C:8]2[C:3](=[C:4]([NH2:19])[N:5]=[CH:6][N:7]=2)[C:2]=1[C:20]#[N:21].[NH:22]([C:29]([O:31][C:32]([CH3:35])([CH3:34])[CH3:33])=[O:30])[C:23]([C:26]([OH:28])=[O:27])([CH3:25])[CH3:24].CCN=C=NCCCN(C)C.Cl. (4) The reactants are: [NH2:1][CH2:2][CH2:3][CH2:4][N:5]1[C:17]2[C:16]3[CH:15]=[CH:14][CH:13]=[CH:12][C:11]=3[N:10]=[C:9]([NH2:18])[C:8]=2[N:7]=[C:6]1[CH2:19][CH2:20][O:21][CH3:22].[CH:23]([C:25]1[CH:36]=[CH:35][CH:34]=[CH:33][C:26]=1[O:27][CH2:28][C:29]([O:31][CH3:32])=[O:30])=O. Given the product [NH2:18][C:9]1[C:8]2[N:7]=[C:6]([CH2:19][CH2:20][O:21][CH3:22])[N:5]([CH2:4][CH2:3][CH2:2][NH:1][CH2:23][C:25]3[CH:36]=[CH:35][CH:34]=[CH:33][C:26]=3[O:27][CH2:28][C:29]([O:31][CH3:32])=[O:30])[C:17]=2[C:16]2[CH:15]=[CH:14][CH:13]=[CH:12][C:11]=2[N:10]=1, predict the reactants needed to synthesize it. (5) Given the product [ClH:1].[OH:12][C@H:9]1[CH2:10][CH2:11][N:7]([CH2:6][C@@H:5]([N:4]([CH3:3])[C:28](=[O:30])[CH2:27][C:24]2[CH:23]=[CH:22][C:21]([C:20]([F:19])([F:32])[F:31])=[CH:26][CH:25]=2)[C:13]2[CH:18]=[CH:17][CH:16]=[CH:15][CH:14]=2)[CH2:8]1, predict the reactants needed to synthesize it. The reactants are: [ClH:1].Cl.[CH3:3][NH:4][C@@H:5]([C:13]1[CH:18]=[CH:17][CH:16]=[CH:15][CH:14]=1)[CH2:6][N:7]1[CH2:11][CH2:10][C@H:9]([OH:12])[CH2:8]1.[F:19][C:20]([F:32])([F:31])[C:21]1[CH:26]=[CH:25][C:24]([CH2:27][C:28]([OH:30])=O)=[CH:23][CH:22]=1.C(N(CC)C(C)C)(C)C.F[B-](F)(F)F.N1(OC(N(C)C)=[N+](C)C)C2C=CC=CC=2N=N1.Cl. (6) The reactants are: [CH3:1][O:2][CH:3]1[C@@H:7]2[O:8]C(C)(C)[O:10][C@@H:6]2[C@@H:5]([CH2:13][N:14]2[C:23]3[CH:22]=[CH:21][CH:20]=[C:19]4[C:24]([CH3:28])([CH3:27])[CH2:25][CH2:26][N:17]([C:18]=34)[C:16](=[O:29])[C:15]2=[O:30])[O:4]1. Given the product [OH:10][C@H:6]1[C@@H:7]([OH:8])[CH:3]([O:2][CH3:1])[O:4][C@@H:5]1[CH2:13][N:14]1[C:23]2[CH:22]=[CH:21][CH:20]=[C:19]3[C:24]([CH3:27])([CH3:28])[CH2:25][CH2:26][N:17]([C:18]=23)[C:16](=[O:29])[C:15]1=[O:30], predict the reactants needed to synthesize it. (7) The reactants are: B([CH:2]1[CH2:7][CH2:6][CH2:5][CH2:4][CH2:3]1)[CH:2]1[CH2:7][CH2:6][CH2:5][CH2:4][CH2:3]1.C#CCCCC.[Zn](CC)CC.[F:25][C:26]([F:36])([F:35])[C:27]1[CH:34]=[CH:33][C:30]([CH:31]=[O:32])=[CH:29][CH:28]=1. Given the product [F:25][C:26]([F:35])([F:36])[C:27]1[CH:34]=[CH:33][C:30]([C@@H:31]([OH:32])[CH:7]=[CH:2][CH2:3][CH2:4][CH2:5][CH3:6])=[CH:29][CH:28]=1, predict the reactants needed to synthesize it. (8) Given the product [NH2:1][C:2]1[C:7]([C:8]([C:10]2[CH:15]=[C:14]([F:16])[CH:13]=[CH:12][C:11]=2[O:17][CH3:18])=[O:9])=[CH:6][N:5]=[C:4]([NH:19][CH:20]2[CH2:25][CH2:24][N:23]([S:26]([CH2:29][CH2:30][CH2:31][NH:33][C@@H:34]([CH3:37])[CH2:35][OH:36])(=[O:28])=[O:27])[CH2:22][CH2:21]2)[N:3]=1, predict the reactants needed to synthesize it. The reactants are: [NH2:1][C:2]1[C:7]([C:8]([C:10]2[CH:15]=[C:14]([F:16])[CH:13]=[CH:12][C:11]=2[O:17][CH3:18])=[O:9])=[CH:6][N:5]=[C:4]([NH:19][CH:20]2[CH2:25][CH2:24][N:23]([S:26]([CH2:29][CH2:30][CH2:31]Cl)(=[O:28])=[O:27])[CH2:22][CH2:21]2)[N:3]=1.[NH2:33][C@@H:34]([CH3:37])[CH2:35][OH:36]. (9) Given the product [NH2:6][C:7]1[CH:14]=[CH:13][C:10]([C:11]#[N:12])=[CH:9][C:8]=1[NH:15][C:16]1[N:24]=[C:23]2[C:19]([NH:20][C:21](=[O:37])[N:22]2[C@H:25]2[C:34]3[C:29](=[C:30]([F:36])[CH:31]=[C:32]([F:35])[CH:33]=3)[O:28][CH2:27][CH2:26]2)=[CH:18][N:17]=1, predict the reactants needed to synthesize it. The reactants are: COC1C=C(OC)C=CC=1C[NH:6][C:7]1[CH:14]=[CH:13][C:10]([C:11]#[N:12])=[CH:9][C:8]=1[NH:15][C:16]1[N:24]=[C:23]2[C:19]([NH:20][C:21](=[O:37])[N:22]2[C@H:25]2[C:34]3[C:29](=[C:30]([F:36])[CH:31]=[C:32]([F:35])[CH:33]=3)[O:28][CH2:27][CH2:26]2)=[CH:18][N:17]=1.C(O)(C(F)(F)F)=O.C([SiH](CC)CC)C.